From a dataset of Peptide-MHC class II binding affinity with 134,281 pairs from IEDB. Regression. Given a peptide amino acid sequence and an MHC pseudo amino acid sequence, predict their binding affinity value. This is MHC class II binding data. (1) The peptide sequence is EKKYFAATQFEPSAA. The MHC is HLA-DQA10501-DQB10201 with pseudo-sequence HLA-DQA10501-DQB10201. The binding affinity (normalized) is 0.380. (2) The peptide sequence is PNITATYGDKWLDAK. The MHC is DRB3_0202 with pseudo-sequence DRB3_0202. The binding affinity (normalized) is 0. (3) The peptide sequence is ERFALNPSLLETTEGCQQI. The MHC is DRB1_0701 with pseudo-sequence DRB1_0701. The binding affinity (normalized) is 0.249. (4) The peptide sequence is RVDGLELKKLGEVSW. The MHC is HLA-DQA10201-DQB10301 with pseudo-sequence HLA-DQA10201-DQB10301. The binding affinity (normalized) is 0.237.